From a dataset of Catalyst prediction with 721,799 reactions and 888 catalyst types from USPTO. Predict which catalyst facilitates the given reaction. (1) Reactant: Cl[C:2]1[CH:17]=[C:16]([CH:18]([CH3:20])[CH3:19])[C:5]([C:6]([NH:8][CH2:9][CH:10]2[CH2:15][CH2:14][O:13][CH2:12][CH2:11]2)=[O:7])=[CH:4][N:3]=1.[F:21][C:22]1[CH:23]=[C:24]([CH:26]=[CH:27][C:28]=1[F:29])[NH2:25].CS(O)(=O)=O. Product: [F:21][C:22]1[CH:23]=[C:24]([NH:25][C:2]2[CH:17]=[C:16]([CH:18]([CH3:20])[CH3:19])[C:5]([C:6]([NH:8][CH2:9][CH:10]3[CH2:15][CH2:14][O:13][CH2:12][CH2:11]3)=[O:7])=[CH:4][N:3]=2)[CH:26]=[CH:27][C:28]=1[F:29]. The catalyst class is: 169. (2) Reactant: [CH:1]1([CH2:4][O:5][C:6]2[CH:11]=[C:10]([F:12])[CH:9]=[CH:8][C:7]=2[C:13]2[N:17]([CH3:18])[CH:16]=[N:15][C:14]=2[C:19]2[CH:24]=[C:23]([CH:25]=O)[CH:22]=[CH:21][N:20]=2)[CH2:3][CH2:2]1.[C:27]1([S:33]([CH2:36][C:37]#[N:38])(=[O:35])=[O:34])[CH:32]=[CH:31][CH:30]=[CH:29][CH:28]=1.C([O-])(O)=O.[Na+]. Product: [C:27]1([S:33]([C:36](=[CH:25][C:23]2[CH:22]=[CH:21][N:20]=[C:19]([C:14]3[N:15]=[CH:16][N:17]([CH3:18])[C:13]=3[C:7]3[CH:8]=[CH:9][C:10]([F:12])=[CH:11][C:6]=3[O:5][CH2:4][CH:1]3[CH2:2][CH2:3]3)[CH:24]=2)[C:37]#[N:38])(=[O:34])=[O:35])[CH:28]=[CH:29][CH:30]=[CH:31][CH:32]=1. The catalyst class is: 14. (3) Reactant: Cl.Cl.[CH2:3]([N:10]([CH2:31][CH2:32][N:33]([CH3:35])[CH3:34])[C:11]([CH2:13][N:14]([C:21]1[CH:22]=[CH:23][CH:24]=[C:25]2[C:30]=1[CH2:29][NH:28][CH2:27][CH2:26]2)[C:15](=[O:20])[C:16]([F:19])([F:18])[F:17])=[O:12])[C:4]1[CH:9]=[CH:8][CH:7]=[CH:6][CH:5]=1.[CH3:36][S:37](Cl)(=[O:39])=[O:38].N1C=CC=CC=1.C([O-])(O)=O.[Na+]. Product: [CH3:34][N:33]([CH3:35])[CH2:32][CH2:31][N:10]([CH2:3][C:4]1[CH:9]=[CH:8][CH:7]=[CH:6][C:5]=1[C:16]([F:19])([F:18])[F:17])[C:11](=[O:12])[CH2:13][N:14]([C:21]1[CH:22]=[CH:23][CH:24]=[C:25]2[C:30]=1[CH2:29][N:28]([S:37]([CH3:36])(=[O:39])=[O:38])[CH2:27][CH2:26]2)[C:15](=[O:20])[C:16]([F:17])([F:18])[F:19]. The catalyst class is: 64.